This data is from Peptide-MHC class I binding affinity with 185,985 pairs from IEDB/IMGT. The task is: Regression. Given a peptide amino acid sequence and an MHC pseudo amino acid sequence, predict their binding affinity value. This is MHC class I binding data. The peptide sequence is WEPEFYEAMY. The MHC is HLA-B44:02 with pseudo-sequence HLA-B44:02. The binding affinity (normalized) is 0.288.